Dataset: Forward reaction prediction with 1.9M reactions from USPTO patents (1976-2016). Task: Predict the product of the given reaction. (1) Given the reactants [Br:1][C:2]1[CH:8]=[C:7]([F:9])[C:5]([NH2:6])=[C:4]([F:10])[CH:3]=1.Cl[C:12](=[O:19])[CH2:13][C:14]([O:16][CH2:17][CH3:18])=[O:15].CCN(C(C)C)C(C)C, predict the reaction product. The product is: [Br:1][C:2]1[CH:8]=[C:7]([F:9])[C:5]([NH:6][C:12](=[O:19])[CH2:13][C:14]([O:16][CH2:17][CH3:18])=[O:15])=[C:4]([F:10])[CH:3]=1. (2) Given the reactants [F:1][C:2]1[CH:7]=[C:6]([I:8])[CH:5]=[C:4]([F:9])[C:3]=1[C@@H:10]1[C:15]2[NH:16][C:17]3[C:22]([C:14]=2[CH2:13][C@@H:12]([CH3:23])[NH:11]1)=[CH:21][CH:20]=[CH:19][CH:18]=3.C(N(CC)C(C)C)(C)C.[CH3:33][S:34](Cl)(=[O:36])=[O:35], predict the reaction product. The product is: [F:9][C:4]1[CH:5]=[C:6]([I:8])[CH:7]=[C:2]([F:1])[C:3]=1[C@@H:10]1[C:15]2[NH:16][C:17]3[C:22]([C:14]=2[CH2:13][C@@H:12]([CH3:23])[N:11]1[S:34]([CH3:33])(=[O:36])=[O:35])=[CH:21][CH:20]=[CH:19][CH:18]=3.